This data is from Full USPTO retrosynthesis dataset with 1.9M reactions from patents (1976-2016). The task is: Predict the reactants needed to synthesize the given product. (1) Given the product [F:37][C:20]1[CH:21]=[C:22]([C:25]2[CH:30]=[CH:29][CH:28]=[CH:27][C:26]=2[C:31]2[NH:35][C:34](=[O:36])[O:33][N:32]=2)[CH:23]=[CH:24][C:19]=1[CH2:18][C:15]1[C:16](=[O:17])[N:11]([CH:8]2[CH2:9][CH2:10][C:5](=[O:4])[CH2:6][CH2:7]2)[C:12]2[N:13]([N:41]=[C:42]([CH3:44])[N:43]=2)[C:14]=1[CH2:38][CH2:39][CH3:40], predict the reactants needed to synthesize it. The reactants are: O1[C:5]2([CH2:10][CH2:9][CH:8]([N:11]3[C:16](=[O:17])[C:15]([CH2:18][C:19]4[CH:24]=[CH:23][C:22]([C:25]5[CH:30]=[CH:29][CH:28]=[CH:27][C:26]=5[C:31]5[NH:35][C:34](=[O:36])[O:33][N:32]=5)=[CH:21][C:20]=4[F:37])=[C:14]([CH2:38][CH2:39][CH3:40])[N:13]4[N:41]=[C:42]([CH3:44])[N:43]=[C:12]34)[CH2:7][CH2:6]2)[O:4]CC1.Cl.C(=O)([O-])O.[Na+]. (2) Given the product [CH2:1]([O:8][N:9]([C@H:22]1[CH2:27][N:26]([C:28]([O:30][C:31]([CH3:32])([CH3:34])[CH3:33])=[O:29])[C@H:25]([C:35](=[O:37])[NH2:47])[CH:24]=[C:23]1[CH2:38][CH2:39][N+:40]([O-:42])=[O:41])[S:10]([C:13]1[CH:18]=[CH:17][CH:16]=[CH:15][C:14]=1[N+:19]([O-:21])=[O:20])(=[O:12])=[O:11])[C:2]1[CH:7]=[CH:6][CH:5]=[CH:4][CH:3]=1, predict the reactants needed to synthesize it. The reactants are: [CH2:1]([O:8][N:9]([C@H:22]1[CH2:27][N:26]([C:28]([O:30][C:31]([CH3:34])([CH3:33])[CH3:32])=[O:29])[C@H:25]([C:35]([OH:37])=O)[CH:24]=[C:23]1[CH2:38][CH2:39][N+:40]([O-:42])=[O:41])[S:10]([C:13]1[CH:18]=[CH:17][CH:16]=[CH:15][C:14]=1[N+:19]([O-:21])=[O:20])(=[O:12])=[O:11])[C:2]1[CH:7]=[CH:6][CH:5]=[CH:4][CH:3]=1.C(O[N:47]([C@H]1CN(C(OC(C)(C)C)=O)[C@H](C(=O)N)C=C1C)S(C1C=CC=CC=1[N+]([O-])=O)(=O)=O)C=C. (3) Given the product [Na+:38].[C:1]([C:3]1[CH:4]=[C:5]([C:13]2[S:17][C:16]([C:18]3[C:19]([CH3:36])=[C:20]4[C:25](=[CH:26][CH:27]=3)[CH2:24][N:23]([CH2:28][CH2:29][CH2:30][C:31]([O-:33])=[O:32])[CH2:22][CH2:21]4)=[N:15][N:14]=2)[CH:6]=[CH:7][C:8]=1[O:9][CH:10]([CH3:12])[CH3:11])#[N:2], predict the reactants needed to synthesize it. The reactants are: [C:1]([C:3]1[CH:4]=[C:5]([C:13]2[S:17][C:16]([C:18]3[C:19]([CH3:36])=[C:20]4[C:25](=[CH:26][CH:27]=3)[CH2:24][N:23]([CH2:28][CH2:29][CH2:30][C:31]([O:33]CC)=[O:32])[CH2:22][CH2:21]4)=[N:15][N:14]=2)[CH:6]=[CH:7][C:8]=1[O:9][CH:10]([CH3:12])[CH3:11])#[N:2].[OH-].[Na+:38]. (4) Given the product [CH3:16][C:14]1([CH3:15])[N:17]([S:18]([CH3:21])(=[O:20])=[O:19])[CH2:23][C:22]2=[N:1][C:2]3[CH:3]=[N:4][C:5]4[C:10]([C:11]=3[N:12]2[CH2:13]1)=[CH:9][CH:8]=[CH:7][CH:6]=4, predict the reactants needed to synthesize it. The reactants are: [NH2:1][C:2]1[CH:3]=[N:4][C:5]2[C:10]([C:11]=1[NH:12][CH2:13][C:14]([NH:17][S:18]([CH3:21])(=[O:20])=[O:19])([CH3:16])[CH3:15])=[CH:9][CH:8]=[CH:7][CH:6]=2.[CH2:22](N(CC)CC)[CH3:23].ClCC(Cl)=O. (5) Given the product [C:13]([C@@:10]1([CH:15]2[CH2:17][CH2:16]2)[CH2:11][CH2:12][N:8]([C:6]2[CH:5]=[CH:4][N:3]=[C:2]([NH:1][C:20]3[CH:25]=[C:24]([NH:26][C:27](=[O:29])[CH3:28])[C:23]([F:30])=[CH:22][N:21]=3)[CH:7]=2)[C:9]1=[O:18])#[N:14], predict the reactants needed to synthesize it. The reactants are: [NH2:1][C:2]1[CH:7]=[C:6]([N:8]2[CH2:12][CH2:11][C@:10]([CH:15]3[CH2:17][CH2:16]3)([C:13]#[N:14])[C:9]2=[O:18])[CH:5]=[CH:4][N:3]=1.Cl[C:20]1[CH:25]=[C:24]([NH:26][C:27](=[O:29])[CH3:28])[C:23]([F:30])=[CH:22][N:21]=1.C(=O)([O-])[O-].[K+].[K+].C(=O)([O-])O.[Na+]. (6) Given the product [CH3:1][N:2]1[C:6]2[CH:7]=[CH:8][C:9]([N:11]3[CH:16]=[C:15]([C:17]([NH2:42])=[O:19])[C:14](=[O:20])[N:13]([C@H:21]4[C:29]5[C:24](=[C:25]([C:30]([F:31])([F:33])[F:32])[CH:26]=[CH:27][CH:28]=5)[CH2:23][CH2:22]4)[C:12]3=[O:34])=[CH:10][C:5]=2[O:4][C:3]1=[O:35], predict the reactants needed to synthesize it. The reactants are: [CH3:1][N:2]1[C:6]2[CH:7]=[CH:8][C:9]([N:11]3[CH:16]=[C:15]([C:17]([OH:19])=O)[C:14](=[O:20])[N:13]([C@H:21]4[C:29]5[C:24](=[C:25]([C:30]([F:33])([F:32])[F:31])[CH:26]=[CH:27][CH:28]=5)[CH2:23][CH2:22]4)[C:12]3=[O:34])=[CH:10][C:5]=2[O:4][C:3]1=[O:35].C1C=CC2N(O)N=[N:42]C=2C=1.C(Cl)CCl.N.